Dataset: Reaction yield outcomes from USPTO patents with 853,638 reactions. Task: Predict the reaction yield, written as a fraction of the theoretical maximum amount of product (1.0 means a 100% yield; for example, 0.34 means a 34% yield). (1) The reactants are [OH:1][C:2]1[CH:3]=[C:4]([CH:10]=[CH:11][C:12]=1[OH:13])[C:5]([O:7][CH2:8][CH3:9])=[O:6].[N+:14]([O-])([O:16]C(C)C)=[O:15].S(=O)(=O)(O)O. The catalyst is S([O-])(O)(=O)=O.C([N+](CCCC)(CCCC)CCCC)CCC.C(Cl)Cl. The product is [OH:1][C:2]1[C:3]([N+:14]([O-:16])=[O:15])=[C:4]([CH:10]=[CH:11][C:12]=1[OH:13])[C:5]([O:7][CH2:8][CH3:9])=[O:6]. The yield is 0.400. (2) The yield is 0.701. The product is [CH3:16][O:15][C:12]1[CH:13]=[CH:14][C:9]([N:1]([C:2]2[CH:7]=[CH:38][C:39]([O:40][CH3:23])=[CH:4][CH:3]=2)[C:2]2[CH:7]=[CH:6][CH:5]=[CH:4][CH:3]=2)=[CH:10][CH:11]=1. The catalyst is ClC1C=CC=CC=1Cl.[Cu]. The reactants are [NH2:1][C:2]1[CH:7]=[CH:6][CH:5]=[CH:4][CH:3]=1.I[C:9]1[CH:14]=[CH:13][C:12]([O:15][CH3:16])=[CH:11][CH:10]=1.C(=O)([O-])[O-].[K+].[K+].[CH2:23]1[O:40][CH2:39][CH2:38]O[CH2:38][CH2:39][O:40][CH2:23][CH2:23][O:40][CH2:39][CH2:38]O[CH2:38][CH2:39][O:40][CH2:23]1. (3) The reactants are [CH3:1][O:2][C:3]1[CH:4]=[C:5]2[C:10](=[CH:11][C:12]=1[O:13][CH3:14])[N:9]=[CH:8][N:7]=[C:6]2[S:15][C:16]1[CH:17]=[C:18]([CH:20]=[CH:21][CH:22]=1)[NH2:19].[CH:23]([C:26]1[CH:30]=[C:29]([NH:31][C:32](=O)[O:33]C2C=CC=CC=2)[N:28]([C:41]2[CH:46]=[CH:45][C:44]([O:47][CH3:48])=[CH:43][CH:42]=2)[N:27]=1)([CH3:25])[CH3:24]. The catalyst is C1COCC1.CN(C1C=CN=CC=1)C. The product is [CH3:1][O:2][C:3]1[CH:4]=[C:5]2[C:10](=[CH:11][C:12]=1[O:13][CH3:14])[N:9]=[CH:8][N:7]=[C:6]2[S:15][C:16]1[CH:17]=[C:18]([NH:19][C:32]([NH:31][C:29]2[N:28]([C:41]3[CH:46]=[CH:45][C:44]([O:47][CH3:48])=[CH:43][CH:42]=3)[N:27]=[C:26]([CH:23]([CH3:25])[CH3:24])[CH:30]=2)=[O:33])[CH:20]=[CH:21][CH:22]=1. The yield is 0.590. (4) The reactants are [NH2:1][C:2]1[N:3]=[CH:4][C:5]([C:8]2[C:9]([F:19])=[C:10]([OH:18])[C:11]([CH:14]3[CH2:17][CH2:16][CH2:15]3)=[CH:12][CH:13]=2)=[N:6][CH:7]=1.F[C:21]1[CH:28]=[CH:27][C:24]([C:25]#[N:26])=[CH:23][CH:22]=1.C([O-])([O-])=O.[Cs+].[Cs+]. The catalyst is CS(C)=O. The product is [NH2:1][C:2]1[N:3]=[CH:4][C:5]([C:8]2[C:9]([F:19])=[C:10]([C:11]([CH:14]3[CH2:15][CH2:16][CH2:17]3)=[CH:12][CH:13]=2)[O:18][C:21]2[CH:28]=[CH:27][C:24]([C:25]#[N:26])=[CH:23][CH:22]=2)=[N:6][CH:7]=1. The yield is 0.520. (5) The reactants are Cl[C:2]1[N:7]=[C:6]([C:8]([OH:11])([CH3:10])[CH3:9])[CH:5]=[C:4]([C:12]2[CH:17]=[CH:16][C:15]([Cl:18])=[CH:14][CH:13]=2)[N:3]=1.[CH3:19][C:20]1[O:21][C:22]([C:25]2[CH:30]=[CH:29][C:28]([NH2:31])=[CH:27][CH:26]=2)=[CH:23][N:24]=1. No catalyst specified. The product is [Cl:18][C:15]1[CH:16]=[CH:17][C:12]([C:4]2[N:3]=[C:2]([NH:31][C:28]3[CH:27]=[CH:26][C:25]([C:22]4[O:21][C:20]([CH3:19])=[N:24][CH:23]=4)=[CH:30][CH:29]=3)[N:7]=[C:6]([C:8]([OH:11])([CH3:10])[CH3:9])[CH:5]=2)=[CH:13][CH:14]=1. The yield is 0.220. (6) The reactants are O.Cl.[N+:3]([C:6]1[CH:11]=[CH:10][C:9]([O:12][C:13]2[CH:18]=[CH:17][C:16]([O:19][C:20]([F:23])([F:22])[F:21])=[CH:15][CH:14]=2)=[C:8]([C:24]([F:27])([F:26])[F:25])[CH:7]=1)([O-])=O.O.C(=O)(O)[O-].[Na+]. The catalyst is C(O)C.[Fe]. The product is [F:21][C:20]([F:22])([F:23])[O:19][C:16]1[CH:17]=[CH:18][C:13]([O:12][C:9]2[CH:10]=[CH:11][C:6]([NH2:3])=[CH:7][C:8]=2[C:24]([F:25])([F:26])[F:27])=[CH:14][CH:15]=1. The yield is 0.990. (7) The reactants are FC(F)(F)C(O)=O.ClCCl.[NH2:11][C:12]1[N:17]=[CH:16][N:15]=[C:14]2[N:18]([CH:33]3[CH2:38][CH2:37][CH:36]([N:39]4[CH2:44][CH2:43][N:42]([CH3:45])[CH2:41][CH2:40]4)[CH2:35][CH2:34]3)[N:19]=[C:20]([C:21]3[CH:26]=[CH:25][C:24]([NH:27]C(=O)[O-])=[C:23]([O:31][CH3:32])[CH:22]=3)[C:13]=12. The catalyst is ClCCl. The product is [NH2:27][C:24]1[CH:25]=[CH:26][C:21]([C:20]2[C:13]3[C:14](=[N:15][CH:16]=[N:17][C:12]=3[NH2:11])[N:18]([C@H:33]3[CH2:38][CH2:37][C@H:36]([N:39]4[CH2:40][CH2:41][N:42]([CH3:45])[CH2:43][CH2:44]4)[CH2:35][CH2:34]3)[N:19]=2)=[CH:22][C:23]=1[O:31][CH3:32]. The yield is 1.00. (8) The reactants are [CH2:1]([N:3]([CH2:38][CH3:39])[S:4]([CH2:7][CH:8]1[CH2:12][CH:11]([C:13]([NH:15][NH:16][C:17]2[N:18]=[C:19]3[CH:25]=[CH:24][N:23](S(C4C=CC(C)=CC=4)(=O)=O)[C:20]3=[N:21][CH:22]=2)=O)[CH:10]([CH2:36][CH3:37])[CH2:9]1)(=[O:6])=[O:5])[CH3:2].O=S(Cl)Cl.CCO. The catalyst is O1CCOCC1.C([O-])([O-])=O.[Na+].[Na+]. The product is [CH2:1]([N:3]([CH2:38][CH3:39])[S:4]([CH2:7][CH:8]1[CH2:12][CH:11]([C:13]2[N:18]3[C:19]4[CH:25]=[CH:24][NH:23][C:20]=4[N:21]=[CH:22][C:17]3=[N:16][N:15]=2)[CH:10]([CH2:36][CH3:37])[CH2:9]1)(=[O:6])=[O:5])[CH3:2]. The yield is 0.580.